From a dataset of Full USPTO retrosynthesis dataset with 1.9M reactions from patents (1976-2016). Predict the reactants needed to synthesize the given product. (1) Given the product [F:1][C:2]1[C:14]2[NH:13][C:12]3[C:7](=[CH:8][CH:9]=[CH:10][CH:11]=3)[C:6]=2[C:5]([OH:15])=[CH:4][CH:3]=1, predict the reactants needed to synthesize it. The reactants are: [F:1][C:2]1[C:14]2[NH:13][C:12]3[C:7](=[CH:8][CH:9]=[CH:10][CH:11]=3)[C:6]=2[C:5]([O:15]C)=[CH:4][CH:3]=1.Cl.N1C=CC=CC=1.[OH-].[NH4+]. (2) The reactants are: [CH3:1][O:2][C:3]1[C:12]([NH:13][C:14](=[O:18])OCC)=[N:11][C:10]2[C:5](=[CH:6][CH:7]=[C:8]([O:19][CH3:20])[CH:9]=2)[N:4]=1.[F:21][C:22]1[CH:27]=[CH:26][CH:25]=[CH:24][C:23]=1[N:28]1[CH2:33][CH2:32][NH:31][CH2:30][CH2:29]1. Given the product [CH3:1][O:2][C:3]1[C:12]([NH:13][C:14]([N:31]2[CH2:30][CH2:29][N:28]([C:23]3[CH:24]=[CH:25][CH:26]=[CH:27][C:22]=3[F:21])[CH2:33][CH2:32]2)=[O:18])=[N:11][C:10]2[C:5](=[CH:6][CH:7]=[C:8]([O:19][CH3:20])[CH:9]=2)[N:4]=1, predict the reactants needed to synthesize it. (3) Given the product [CH:30]1([C:26]2[CH:27]=[C:28]([CH3:29])[C:23]([N:20]3[CH2:21][CH2:22][N:17]([C:15]([C:5]4[CH:4]=[CH:3][C:2]([N:33]5[CH2:37][CH2:36][CH2:35][C:34]5=[O:38])=[CH:7][C:6]=4[N:8]4[CH2:12][CH2:11][N:10]([CH3:13])[C:9]4=[O:14])=[O:16])[CH2:18][CH2:19]3)=[N:24][CH:25]=2)[CH2:32][CH2:31]1, predict the reactants needed to synthesize it. The reactants are: Cl[C:2]1[CH:3]=[CH:4][C:5]([C:15]([N:17]2[CH2:22][CH2:21][N:20]([C:23]3[C:28]([CH3:29])=[CH:27][C:26]([CH:30]4[CH2:32][CH2:31]4)=[CH:25][N:24]=3)[CH2:19][CH2:18]2)=[O:16])=[C:6]([N:8]2[CH2:12][CH2:11][N:10]([CH3:13])[C:9]2=[O:14])[CH:7]=1.[NH:33]1[CH2:37][CH2:36][CH2:35][C:34]1=[O:38]. (4) Given the product [Cl:10][C:7]1[CH:8]=[CH:9][C:4]([CH:3]=[O:2])=[CH:5][CH:6]=1, predict the reactants needed to synthesize it. The reactants are: C[O:2][CH2:3][C:4]1[CH:9]=[CH:8][C:7]([Cl:10])=[CH:6][CH:5]=1.Br([O-])(=O)=O.[Na+]. (5) Given the product [NH2:2][CH:3]1[CH2:7][C:8]2[C:9](=[C:10]([CH3:15])[CH:11]=[C:12]([Cl:14])[CH:13]=2)[N:16]([OH:18])[C:4]1=[O:5], predict the reactants needed to synthesize it. The reactants are: Cl.[NH2:2][CH:3]([CH2:7][C:8]1[CH:13]=[C:12]([Cl:14])[CH:11]=[C:10]([CH3:15])[C:9]=1[N+:16]([O-:18])=O)[C:4](O)=[O:5].Cl.NC(CC1C=CC(Br)=CC=1[N+]([O-])=O)C(O)=O.C(NC(CC1C=C(Cl)C=C(C)C=1[N+]([O-])=O)(C(OCC)=O)C(OCC)=O)(=O)C.